Dataset: Forward reaction prediction with 1.9M reactions from USPTO patents (1976-2016). Task: Predict the product of the given reaction. (1) Given the reactants [F:1][C:2]1[N:7]=[C:6]([NH:8][C:9]([C:11]2[C:20]3[C:15](=[CH:16][CH:17]=[CH:18][CH:19]=3)[N:14]=[C:13]([C:21]3[CH:26]=[CH:25][C:24]([O:27]C)=[CH:23][CH:22]=3)[CH:12]=2)=[O:10])[CH:5]=[CH:4][CH:3]=1.FC1N=C(NC(C2C3C(=CC=CC=3)N=C(C3C=CC(OC)=C(OC)C=3)C=2)=O)C=CC=1.B(Br)(Br)Br.[OH-].[Na+], predict the reaction product. The product is: [F:1][C:2]1[N:7]=[C:6]([NH:8][C:9]([C:11]2[C:20]3[C:15](=[CH:16][CH:17]=[CH:18][CH:19]=3)[N:14]=[C:13]([C:21]3[CH:22]=[CH:23][C:24]([OH:27])=[CH:25][CH:26]=3)[CH:12]=2)=[O:10])[CH:5]=[CH:4][CH:3]=1. (2) Given the reactants [CH2:1]([O:3][C:4]1[CH:5]=[C:6]([C:13](=[CH2:17])C(O)=O)[CH:7]=[CH:8][C:9]=1[O:10][CH2:11][CH3:12])[CH3:2].Br[CH2:19][CH2:20][CH2:21][CH2:22][CH2:23][CH2:24][CH2:25][CH2:26][CH2:27][CH2:28][CH2:29][OH:30].C1(C)C=CC=CC=1.[C:38]([O:41]CC)(=[O:40])C, predict the reaction product. The product is: [CH2:1]([O:3][C:4]1[CH:5]=[C:6](/[CH:13]=[CH:17]/[C:38]([O:41][CH2:19][CH2:20][CH2:21][CH2:22][CH2:23][CH2:24][CH2:25][CH2:26][CH2:27][CH2:28][CH2:29][OH:30])=[O:40])[CH:7]=[CH:8][C:9]=1[O:10][CH2:11][CH3:12])[CH3:2]. (3) Given the reactants C([O:8][C:9]1[CH:10]=[C:11]2[C:16](=[CH:17][CH:18]=1)[CH:15]=[C:14]([C:19]([OH:24])([CH2:22][CH3:23])[CH2:20][CH3:21])[CH:13]=[CH:12]2)C1C=CC=CC=1.[H][H], predict the reaction product. The product is: [CH2:20]([C:19]([C:14]1[CH:15]=[C:16]2[C:11](=[CH:12][CH:13]=1)[CH:10]=[C:9]([OH:8])[CH:18]=[CH:17]2)([OH:24])[CH2:22][CH3:23])[CH3:21]. (4) Given the reactants [NH2:1][C:2]1[C:3]([C:12]([NH:14][C:15]2([C:22]([O:24][CH3:25])=[O:23])[CH2:20][CH2:19][C:18](=[O:21])[CH2:17][CH2:16]2)=[O:13])=[CH:4][C:5]2[C:10]([CH:11]=1)=[CH:9][CH:8]=[CH:7][CH:6]=2.[CH3:26][C:27]1[CH:32]=[C:31]([CH3:33])[CH:30]=[C:29]([CH3:34])[C:28]=1[N:35]=[C:36]=[O:37], predict the reaction product. The product is: [O:21]=[C:18]1[CH2:17][CH2:16][C:15]([NH:14][C:12]([C:3]2[C:2]([NH:1][C:36]([NH:35][C:28]3[C:27]([CH3:26])=[CH:32][C:31]([CH3:33])=[CH:30][C:29]=3[CH3:34])=[O:37])=[CH:11][C:10]3[C:5](=[CH:6][CH:7]=[CH:8][CH:9]=3)[CH:4]=2)=[O:13])([C:22]([O:24][CH3:25])=[O:23])[CH2:20][CH2:19]1. (5) Given the reactants [N:1]1([C:6]2[CH:7]=[C:8]3[CH2:14][CH2:13][CH:12]([C:15]([O:17]CC)=[O:16])[C:9]3=[N:10][CH:11]=2)[CH:5]=[N:4][N:3]=[N:2]1.O[Li:21].O, predict the reaction product. The product is: [N:1]1([C:6]2[CH:7]=[C:8]3[CH2:14][CH2:13][CH:12]([C:15]([O-:17])=[O:16])[C:9]3=[N:10][CH:11]=2)[CH:5]=[N:4][N:3]=[N:2]1.[Li+:21]. (6) The product is: [CH3:1][CH2:2][CH2:3][CH:10]([CH3:11])[CH3:12].[I:30][CH2:31][C:16]1([C:19]([O:21][CH3:22])=[O:20])[CH2:15][CH2:14][N:13]([C:23]([O:25][C:26]([CH3:29])([CH3:28])[CH3:27])=[O:24])[CH2:18][CH2:17]1. Given the reactants [CH2:1]([Li])[CH2:2][CH2:3]C.C(N[CH:10]([CH3:12])[CH3:11])(C)C.[N:13]1([C:23]([O:25][C:26]([CH3:29])([CH3:28])[CH3:27])=[O:24])[CH2:18][CH2:17][CH:16]([C:19]([O:21][CH3:22])=[O:20])[CH2:15][CH2:14]1.[I:30][CH2:31]I, predict the reaction product. (7) The product is: [CH3:33][O:32][C:30]1[CH:31]=[C:26]([CH2:25][CH2:24][C:14]2[NH:15][N:16]=[C:12]([NH:11][C:46](=[O:47])[C:45]3[CH:50]=[CH:51][CH:52]=[CH:53][C:44]=3[NH:43][CH2:42][C:40]3[O:39][N:38]=[C:37]([CH3:36])[CH:41]=3)[CH:13]=2)[CH:27]=[C:28]([O:34][CH3:35])[CH:29]=1. Given the reactants C[Si]([N-][Si](C)(C)C)(C)C.[Na+].[NH2:11][C:12]1[N:16](C(OC(C)(C)C)=O)[N:15]=[C:14]([CH2:24][CH2:25][C:26]2[CH:31]=[C:30]([O:32][CH3:33])[CH:29]=[C:28]([O:34][CH3:35])[CH:27]=2)[CH:13]=1.[CH3:36][C:37]1[CH:41]=[C:40]([CH2:42][NH:43][C:44]2[CH:53]=[CH:52][CH:51]=[CH:50][C:45]=2[C:46](OC)=[O:47])[O:39][N:38]=1, predict the reaction product.